Dataset: Full USPTO retrosynthesis dataset with 1.9M reactions from patents (1976-2016). Task: Predict the reactants needed to synthesize the given product. (1) Given the product [NH:6]1[C:5]2[CH:9]=[CH:10][C:2]([N:1]3[CH:16]([C:15]4[CH:18]=[CH:19][C:12]([Cl:11])=[CH:13][CH:14]=4)[CH2:27][NH:26][C:31]3=[O:32])=[CH:3][C:4]=2[N:8]=[CH:7]1, predict the reactants needed to synthesize it. The reactants are: [NH2:1][C:2]1[CH:10]=[CH:9][C:5]2[N:6]=[CH:7][NH:8][C:4]=2[CH:3]=1.[Cl:11][C:12]1[CH:19]=[CH:18][C:15]([CH:16]=O)=[CH:14][CH:13]=1.[Si](C#N)(C)(C)C.[N:26]1([C:31](N2C=CN=C2)=[O:32])C=CN=[CH:27]1. (2) Given the product [Br:24][C:8]1[CH:9]=[C:10]2[C:5](=[CH:6][C:7]=1[NH2:11])[N:4]([S:12]([C:15]1[CH:20]=[CH:19][C:18]([CH3:21])=[CH:17][CH:16]=1)(=[O:14])=[O:13])[N:3]=[C:2]2[CH3:1], predict the reactants needed to synthesize it. The reactants are: [CH3:1][C:2]1[C:10]2[C:5](=[CH:6][C:7]([NH2:11])=[CH:8][CH:9]=2)[N:4]([S:12]([C:15]2[CH:20]=[CH:19][C:18]([CH3:21])=[CH:17][CH:16]=2)(=[O:14])=[O:13])[N:3]=1.CO.[Br-:24].[Br-].[Br-].C([N+](CCCC)(CCCC)CCCC)CCC.C([N+](CCCC)(CCCC)CCCC)CCC.C([N+](CCCC)(CCCC)CCCC)CCC. (3) Given the product [CH3:1][O:2][CH2:3][CH2:4][O:5][C:6]1[CH:11]=[CH:10][C:9]([N:12]2[CH:33]=[N:19][C:18]3[C:13]2=[N:14][C:15]([NH:20][C:21]2[CH:22]=[N:23][N:24]([CH:26]4[CH2:31][CH2:30][N:29]([CH3:32])[CH2:28][CH2:27]4)[CH:25]=2)=[N:16][CH:17]=3)=[CH:8][CH:7]=1, predict the reactants needed to synthesize it. The reactants are: [CH3:1][O:2][CH2:3][CH2:4][O:5][C:6]1[CH:11]=[CH:10][C:9]([NH:12][C:13]2[C:18]([NH2:19])=[CH:17][N:16]=[C:15]([NH:20][C:21]3[CH:22]=[N:23][N:24]([CH:26]4[CH2:31][CH2:30][N:29]([CH3:32])[CH2:28][CH2:27]4)[CH:25]=3)[N:14]=2)=[CH:8][CH:7]=1.[CH:33](OC)(OC)OC. (4) Given the product [CH3:1][CH:2]1[O:9][C:24]2([CH2:23][CH2:22][CH2:21][CH2:20][CH2:19][CH2:18][CH2:17][CH2:16][CH2:15][CH2:14][CH3:13])[O:8][CH:6]([CH3:7])[CH2:5][N:4]2[CH2:3]1, predict the reactants needed to synthesize it. The reactants are: [CH3:1][CH:2]([OH:9])[CH2:3][NH:4][CH2:5][CH:6]([OH:8])[CH3:7].CO[Na].[C:13](OC)(=O)[CH2:14][CH2:15][CH2:16][CH2:17][CH2:18][CH2:19][CH2:20][CH2:21][CH2:22][CH2:23][CH3:24]. (5) Given the product [NH2:30][C@H:21]([CH2:22][C:23]1[CH:24]=[CH:25][C:26]([Cl:29])=[CH:27][CH:28]=1)[C:20]([N:17]1[CH2:16][CH2:15][N:14]([C:12]2[CH:11]=[CH:10][N:9]=[C:8]3[NH:7][CH:6]=[C:5]([NH:4][C:1](=[O:3])[CH3:2])[C:13]=23)[CH2:19][CH2:18]1)=[O:38], predict the reactants needed to synthesize it. The reactants are: [C:1]([NH:4][C:5]1[C:13]2[C:8](=[N:9][CH:10]=[CH:11][C:12]=2[N:14]2[CH2:19][CH2:18][N:17]([C:20](=[O:38])[C@H:21]([NH:30]C(=O)OC(C)(C)C)[CH2:22][C:23]3[CH:28]=[CH:27][C:26]([Cl:29])=[CH:25][CH:24]=3)[CH2:16][CH2:15]2)[NH:7][CH:6]=1)(=[O:3])[CH3:2].C(O)(C(F)(F)F)=O.C1(N)C(F)=C(F)C(F)=C(N)C=1F.Cl.Cl. (6) Given the product [F:13][C:3]1[C:2]([NH:1][S:23]([CH2:20][CH2:21][CH3:22])(=[O:25])=[O:24])=[CH:11][CH:10]=[C:9]([F:12])[C:4]=1[C:5]([O:7][CH3:8])=[O:6], predict the reactants needed to synthesize it. The reactants are: [NH2:1][C:2]1[C:3]([F:13])=[C:4]([C:9]([F:12])=[CH:10][CH:11]=1)[C:5]([O:7][CH3:8])=[O:6].N1C=CC=CC=1.[CH2:20]([S:23](Cl)(=[O:25])=[O:24])[CH2:21][CH3:22].